This data is from Rat liver microsome stability data. The task is: Regression/Classification. Given a drug SMILES string, predict its absorption, distribution, metabolism, or excretion properties. Task type varies by dataset: regression for continuous measurements (e.g., permeability, clearance, half-life) or binary classification for categorical outcomes (e.g., BBB penetration, CYP inhibition). Dataset: rlm. (1) The compound is Cc1ccc(NC(=O)c2cc(-c3ccc[nH]3)[nH]n2)cc1F. The result is 1 (stable in rat liver microsomes). (2) The molecule is CN[C@@H](C)C(=O)N[C@H](C(=O)N1C[C@H]2CCCCOc3ccc(cc3)C[C@@H](C(=O)O)NC(=O)[C@H](Cc3ccc4ccccc4c3)NC(=O)[C@@H]3C[C@@H](CN3C(=O)[C@@H](NC(=O)[C@H](C)NC)C(C)(C)C)n3cc(nn3)COc3ccc(cc3)C[C@@H](NS(=O)(=O)C3CC3)NC(=O)[C@H](Cc3ccc4ccccc4c3)NC(=O)[C@@H]1C2)C(C)(C)C. The result is 0 (unstable in rat liver microsomes).